From a dataset of Forward reaction prediction with 1.9M reactions from USPTO patents (1976-2016). Predict the product of the given reaction. (1) Given the reactants Br[C:2]1[CH:7]=[C:6]([N+:8]([O-:10])=[O:9])[CH:5]=[CH:4][C:3]=1[C:11]([C:14]1[CH2:15][CH2:16][N:17]([CH3:20])[CH2:18][CH:19]=1)([CH3:13])[CH3:12].CCN(C(C)C)C(C)C, predict the reaction product. The product is: [CH3:20][N:17]1[CH2:16][C:15]2[C:4]3[C:3](=[CH:2][CH:7]=[C:6]([N+:8]([O-:10])=[O:9])[CH:5]=3)[C:11]([CH3:13])([CH3:12])[C:14]=2[CH:19]=[CH:18]1. (2) The product is: [Cl:1][C:2]1[CH:3]=[N:4][CH:5]=[C:6]([CH:10]=1)[C:7]([OH:9])=[O:8]. Given the reactants [Cl:1][C:2]1[CH:3]=[N:4][CH:5]=[C:6]([CH:10]=1)[C:7]([O-:9])=[O:8].[OH-].[Na+].Cl, predict the reaction product. (3) Given the reactants [Cl:1][C:2]1[CH:7]=[C:6]([N+:8]([O-])=O)[CH:5]=[CH:4][C:3]=1[N:11]1[CH:16]=[CH:15][CH:14]=[CH:13][C:12]1=[O:17].[NH4+].[Cl-], predict the reaction product. The product is: [NH2:8][C:6]1[CH:5]=[CH:4][C:3]([N:11]2[CH:16]=[CH:15][CH:14]=[CH:13][C:12]2=[O:17])=[C:2]([Cl:1])[CH:7]=1. (4) Given the reactants [Br:1][C:2]1[CH:8]=[CH:7][C:5]([NH2:6])=[CH:4][CH:3]=1.C(N(CC)CC)C.O1CCCC1.[C:21](Cl)(=[O:25])[CH:22]([CH3:24])[CH3:23], predict the reaction product. The product is: [Br:1][C:2]1[CH:8]=[CH:7][C:5]([NH:6][C:21](=[O:25])[CH:22]([CH3:24])[CH3:23])=[CH:4][CH:3]=1. (5) Given the reactants [CH2:1]([O:3][C:4]([C:6]1[NH:7][C:8]([CH2:24][CH2:25][CH2:26][O:27]CC2C=CC=CC=2)=[C:9]([C:18]2[CH:23]=[CH:22][N:21]=[CH:20][CH:19]=2)[C:10]=1[C:11]1[CH:16]=[CH:15][C:14]([F:17])=[CH:13][CH:12]=1)=[O:5])[CH3:2].Cl.[H][H].[CH2:38](O)C, predict the reaction product. The product is: [CH2:1]([O:3][C:4]([C:6]1[N:7]([CH3:38])[C:8]([CH2:24][CH2:25][CH2:26][OH:27])=[C:9]([C:18]2[CH:23]=[CH:22][N:21]=[CH:20][CH:19]=2)[C:10]=1[C:11]1[CH:12]=[CH:13][C:14]([F:17])=[CH:15][CH:16]=1)=[O:5])[CH3:2]. (6) Given the reactants [N:1]1([C:7]2[CH:14]=[CH:13][C:10]([C:11]#[N:12])=[CH:9][CH:8]=2)[CH2:6][CH2:5][NH:4][CH2:3][CH2:2]1.[CH3:15][S:16]([C:19]1[CH:20]=[CH:21][C:22]([C:28]2[S:29][CH:30]=[CH:31][N:32]=2)=[C:23]([CH:27]=1)[C:24](O)=[O:25])(=[O:18])=[O:17], predict the reaction product. The product is: [CH3:15][S:16]([C:19]1[CH:20]=[CH:21][C:22]([C:28]2[S:29][CH:30]=[CH:31][N:32]=2)=[C:23]([CH:27]=1)[C:24]([N:4]1[CH2:5][CH2:6][N:1]([C:7]2[CH:8]=[CH:9][C:10]([C:11]#[N:12])=[CH:13][CH:14]=2)[CH2:2][CH2:3]1)=[O:25])(=[O:17])=[O:18]. (7) Given the reactants [H-].[Na+].[CH3:3][CH:4]1[C:8]([CH3:10])([CH3:9])[C:7]2[C:11]([CH2:13][CH2:14][CH2:15][C:6]=2[C:5]1([CH3:17])[CH3:16])=[O:12].[CH:18](OCC)=[O:19], predict the reaction product. The product is: [CH3:17][C:5]1([CH3:16])[C:6]2[CH2:15][CH2:14][CH:13]([CH:18]=[O:19])[C:11](=[O:12])[C:7]=2[C:8]([CH3:9])([CH3:10])[CH:4]1[CH3:3]. (8) The product is: [CH3:26][C:27]1[NH:31][C:30]2[CH:32]=[CH:33][C:34]([NH:36][C:2]3[C:3]4[NH:16][N:15]=[CH:14][C:4]=4[N:5]=[C:6]([C:8]4[CH:9]=[CH:10][CH:11]=[CH:12][CH:13]=4)[N:7]=3)=[CH:35][C:29]=2[N:28]=1. Given the reactants Cl[C:2]1[C:3]2[C:4](=[CH:14][N:15](CC3C=CC(OC)=CC=3)[N:16]=2)[N:5]=[C:6]([C:8]2[CH:13]=[CH:12][CH:11]=[CH:10][CH:9]=2)[N:7]=1.[CH3:26][C:27]1[NH:31][C:30]2[CH:32]=[CH:33][C:34]([NH2:36])=[CH:35][C:29]=2[N:28]=1.Cl, predict the reaction product.